Task: Binary Classification. Given a miRNA mature sequence and a target amino acid sequence, predict their likelihood of interaction.. Dataset: Experimentally validated miRNA-target interactions with 360,000+ pairs, plus equal number of negative samples (1) The miRNA is hsa-miR-8084 with sequence GAAUACUAAGUAAAAAAUCAGUA. The protein sequence of the target gene is MPFAKRIVEPQWLCRQRRPAPGPAVDASGGSAEPPPPLQPPGRRDLDEVEAPGPEEPARAVPAPSGLPPPPPPLPAPADQTQPPHGEASVAGEESTAGIPEAAPAAGEASSAAAAAAVLLMLDLCAVSNAALARVLRQLSDVARHACSLFQELESDIQLTHRRVWALQGKLGGVQRVLSTLDPKQEAVPVSNLDIESKLSVYYRAPWHQQRNIFLPATRPPCVEELHRHARQSLQALRREHRSRSDRREQRAAAPLSIAAPPLPAYPPAHSQRRREFKDRHFLTFNSTRSPSPTECCHMT.... Result: 1 (interaction). (2) The miRNA is hsa-miR-3157-5p with sequence UUCAGCCAGGCUAGUGCAGUCU. The protein sequence of the target gene is MDRGSLLPFQLWCPRPFGTYSQNQPRPPSAALKPSACPEPGGGAEPDHGPAHSENTPPALATEVPASQPAPLLSAAAAGDEGRVLLDTWYVIKPGNTKEKVAFFVAHQCGGGSRASSMKVKGHWGSDSSKAKRRRRCLDPTKAPPDPGGREGPPAAEEGPASAGEDVDLLSVAEMVALVEQRAALALQSYPRPTTPAPVVFVSAEQGGPAKGVGSERRSGGGDCSRVAEAVAHFEAQRDSPPTKGLRKEERPGPGPGEVRIAFRISNGREPRAPDSGLPSGGGGRPGCAYPGSPGPGARA.... Result: 0 (no interaction). (3) The miRNA is mmu-miR-466e-3p with sequence UAUACAUACACGCACACAUAAGA. The protein sequence of the target gene is MSSEPSTTGTSPRTPRPGAQKSSGAVTKKGDRAAKDKTASTLPPVGEDEPKNPEEYQCTGVLETDFAELCTRSGYVDFPKVVTRPRVQQSSVPSASTSEKPVLDDQRPSASCSQSSLESKYVFFRPTIQVELEQEDSKAVKEIYIRGWKVEDRILGIFSKCLPSLSQLQAINLWKVGLTDKTLTTFIALLPLCSSTLRKVSLEGNPIPEQSFSKLMGLDSTIVHLSLRNNNINDHGAQLLGQALSTLQNSNRTLVSLNLAFNHIGDVGAGYIADGLRLNRSLLWLSLAHNHIQDKGALKL.... Result: 1 (interaction). (4) The miRNA is hsa-miR-6879-5p with sequence CAGGGCAGGGAAGGUGGGAGAG. The protein sequence of the target gene is MEGPAEWGPEAALGPEAVLRFLAERGGRALHAELVQHFRGALGGEPEQRARARAHFKELVNAVATVRVDPADGAKYVHLKKRFCEGPSEPSGDPPRIQVTAEPEAPDGPAGPEARDRLPDAAAPESLPGQGRELGEGEPPAPAHWPPLSAGARRKNSRRDVQPLPRTPAPGPSEDLELPPHGCEEADRGSSLVGATAQRPARQNLRDLVMGSSPQLKRSVCPGGSSPGSSSGGGRGRGGGDSDSASVASSSAEEESSGGGSVTLDPLEHAWMLSASDGKWDSLEGLLTCEPGLLVKRDFI.... Result: 1 (interaction).